Predict the reactants needed to synthesize the given product. From a dataset of Full USPTO retrosynthesis dataset with 1.9M reactions from patents (1976-2016). (1) Given the product [CH2:19]([N:13]([C:9]1[CH:10]=[CH:11][CH:12]=[C:7]([C:5]2[N:25]3[N:24]=[CH:23][CH:27]=[C:21]3[N:2]=[CH:3][CH:4]=2)[CH:8]=1)[C:14]([CH:16]1[CH2:17][CH2:18]1)=[O:15])[CH3:20], predict the reactants needed to synthesize it. The reactants are: C[N:2]([CH3:21])[CH:3]=[CH:4][C:5]([C:7]1[CH:8]=[C:9]([N:13]([CH2:19][CH3:20])[C:14]([CH:16]2[CH2:18][CH2:17]2)=[O:15])[CH:10]=[CH:11][CH:12]=1)=O.N[C:23]1[CH:27]=C[NH:25][N:24]=1. (2) Given the product [CH3:17][N:15]([CH2:14][C:7]1[CH:6]=[CH:5][C:4]([C:3]([OH:18])=[O:2])=[CH:9][C:8]=1[C:10]([F:11])([F:13])[F:12])[CH3:16], predict the reactants needed to synthesize it. The reactants are: C[O:2][C:3](=[O:18])[C:4]1[CH:9]=[C:8]([C:10]([F:13])([F:12])[F:11])[C:7]([CH2:14][N:15]([CH3:17])[CH3:16])=[CH:6][CH:5]=1.[OH-].[Li+]. (3) Given the product [CH:23]1[N:24]=[C:25]([NH2:29])[C:26]2[N:27]=[CH:28][N:20]([C@@H:12]3[O:11][C@H:10]([CH2:9][C@@H:8]([NH2:30])[CH2:7][CH2:6][C@H:2]([NH2:1])[C:3]([OH:5])=[O:4])[C@@H:14]([OH:15])[C@H:13]3[OH:16])[C:21]=2[N:22]=1, predict the reactants needed to synthesize it. The reactants are: [NH2:1][C@@H:2]([CH2:6][CH2:7][C@H:8]([NH2:30])[CH2:9][C@@H:10]1[C@@H:14]([OH:15])[C@@H:13]([O:16]CC#C)[C@H:12]([N:20]2[CH:28]=[N:27][C:26]3[C:21]2=[N:22][CH:23]=[N:24][C:25]=3[NH2:29])[O:11]1)[C:3]([OH:5])=[O:4].O=C1O[C@H]([C@H](CO)O)C([O-])=C1O.[Na+].C(#N)C.O.C(O)(C(F)(F)F)=O.[N-]=[N+]=[N-]. (4) Given the product [CH2:1]([O:3][C@@H:4]([CH2:10][C:11]1[CH:12]=[CH:13][C:14]([N+:17]([O-:19])=[O:18])=[CH:15][CH:16]=1)[C:5]([OH:7])=[O:6])[CH3:2], predict the reactants needed to synthesize it. The reactants are: [CH2:1]([O:3][C@@H:4]([CH2:10][C:11]1[CH:16]=[CH:15][C:14]([N+:17]([O-:19])=[O:18])=[CH:13][CH:12]=1)[C:5]([O:7]CC)=[O:6])[CH3:2].C1C(C[C@H](N)C(O)=O)=CC=C([N+]([O-])=O)C=1.O[Li].O.Cl.